From a dataset of Catalyst prediction with 721,799 reactions and 888 catalyst types from USPTO. Predict which catalyst facilitates the given reaction. (1) Reactant: CC(C)([O-])C.[K+].[CH2:7]([O:9][C:10](=[O:30])[CH2:11][CH2:12][N:13]([C:20]([O:22][CH2:23][C:24]1[CH:29]=[CH:28][CH:27]=[CH:26][CH:25]=1)=[O:21])[CH2:14][C:15](OCC)=[O:16])[CH3:8].C(O)(=O)C. Product: [CH2:7]([O:9][C:10]([CH:11]1[C:15](=[O:16])[CH2:14][N:13]([C:20]([O:22][CH2:23][C:24]2[CH:29]=[CH:28][CH:27]=[CH:26][CH:25]=2)=[O:21])[CH2:12]1)=[O:30])[CH3:8]. The catalyst class is: 11. (2) Reactant: [C:1]([O:5][C:6](=[O:19])[NH:7][CH2:8][C:9]1[CH:14]=[CH:13][C:12]([Cl:15])=[C:11]([N:16]=[C:17]=S)[CH:10]=1)([CH3:4])([CH3:3])[CH3:2].[Cl:20][C:21]1[CH:22]=[C:23]([NH2:37])[C:24]([NH2:36])=[CH:25][C:26]=1[N:27]1[CH2:31][CH2:30][CH2:29][CH:28]1[CH2:32][N:33]([CH3:35])[CH3:34]. Product: [C:1]([O:5][C:6](=[O:19])[NH:7][CH2:8][C:9]1[CH:14]=[CH:13][C:12]([Cl:15])=[C:11]([NH:16][C:17]2[NH:36][C:24]3[CH:25]=[C:26]([N:27]4[CH2:31][CH2:30][CH2:29][CH:28]4[CH2:32][N:33]([CH3:35])[CH3:34])[C:21]([Cl:20])=[CH:22][C:23]=3[N:37]=2)[CH:10]=1)([CH3:4])([CH3:3])[CH3:2]. The catalyst class is: 3.